This data is from Catalyst prediction with 721,799 reactions and 888 catalyst types from USPTO. The task is: Predict which catalyst facilitates the given reaction. (1) Reactant: [C:1]1(=[O:10])[C:9]2[C:4](=[CH:5][CH:6]=[CH:7][CH:8]=2)[CH2:3][CH2:2]1.[Li+].CC([N-]C(C)C)C.Cl[CH2:20][C:21]([N:23]([CH3:25])[CH3:24])=[O:22].[NH4+].[Cl-]. Product: [CH3:24][N:23]([CH3:25])[C:21](=[O:22])[CH2:20][CH:2]1[CH2:3][C:4]2[C:9](=[CH:8][CH:7]=[CH:6][CH:5]=2)[C:1]1=[O:10]. The catalyst class is: 1. (2) Reactant: Cl.[Cl:2][C:3]1[CH:8]=[CH:7][CH:6]=[CH:5][C:4]=1[CH:9]1[N:13]([C:14]2[CH:19]=[CH:18][CH:17]=[C:16]([N:20]3[CH2:25][CH2:24][NH:23][CH2:22][CH2:21]3)[CH:15]=2)[N:12]=[C:11]([C:26]([C:32]([F:35])([F:34])[F:33])([C:28]([F:31])([F:30])[F:29])[OH:27])[CH2:10]1.[CH:36]1([S:39](Cl)(=[O:41])=[O:40])[CH2:38][CH2:37]1.C(N(CC)CC)C. Product: [Cl:2][C:3]1[CH:8]=[CH:7][CH:6]=[CH:5][C:4]=1[CH:9]1[N:13]([C:14]2[CH:19]=[CH:18][CH:17]=[C:16]([N:20]3[CH2:21][CH2:22][N:23]([S:39]([CH:36]4[CH2:38][CH2:37]4)(=[O:41])=[O:40])[CH2:24][CH2:25]3)[CH:15]=2)[N:12]=[C:11]([C:26]([C:28]([F:31])([F:30])[F:29])([C:32]([F:33])([F:35])[F:34])[OH:27])[CH2:10]1. The catalyst class is: 4. (3) Product: [NH2:22][CH2:21][CH2:20][C@H:19]([N:16]1[CH2:17][CH2:18][CH:13]([NH:11][C:9]2[CH:8]=[CH:7][C:6]3[O:1][CH2:2][CH2:3][O:4][C:5]=3[CH:10]=2)[CH2:14][CH2:15]1)[CH3:23]. The catalyst class is: 72. Reactant: [O:1]1[C:6]2[CH:7]=[CH:8][C:9]([NH2:11])=[CH:10][C:5]=2[O:4][CH2:3][CH2:2]1.O=[C:13]1[CH2:18][CH2:17][N:16]([C@H:19]([CH3:23])[CH2:20][C:21]#[N:22])[CH2:15][CH2:14]1.[C-]#N.[Na+]. (4) Reactant: [CH3:1][O:2][C:3]1[C:4]([CH3:13])=[C:5]2[C:9](=[CH:10][CH:11]=1)[C:8](=[O:12])[CH2:7][CH2:6]2.C([O:18][N:19]=O)CCC.Cl. Product: [CH3:1][O:2][C:3]1[C:4]([CH3:13])=[C:5]2[C:9](=[CH:10][CH:11]=1)[C:8](=[O:12])[C:7](=[N:19][OH:18])[CH2:6]2. The catalyst class is: 5.